This data is from Reaction yield outcomes from USPTO patents with 853,638 reactions. The task is: Predict the reaction yield, written as a fraction of the theoretical maximum amount of product (1.0 means a 100% yield; for example, 0.34 means a 34% yield). (1) The reactants are NC1(C2C=CC(C3C(=O)C4C(=CC=C(F)C=4)OC=3C3C=CC=CC=3)=CC=2)CCC1.C(OC(=O)[NH:36][C:37]1([C:41]2[CH:46]=[CH:45][C:44]([C:47]3[C:56](=[O:57])[C:55]4[C:50](=[C:51]([C:58]5[CH:59]=[N:60][N:61]([CH3:64])[C:62]=5[CH3:63])[CH:52]=[CH:53][CH:54]=4)[O:49][C:48]=3[C:65]3[CH:70]=[CH:69][CH:68]=[CH:67][CH:66]=3)=[CH:43][CH:42]=2)[CH2:40][CH2:39][CH2:38]1)(C)(C)C.C(O)(C(F)(F)F)=O.[ClH:79]. The catalyst is CO.O. The product is [ClH:79].[NH2:36][C:37]1([C:41]2[CH:42]=[CH:43][C:44]([C:47]3[C:56](=[O:57])[C:55]4[C:50](=[C:51]([C:58]5[CH:59]=[N:60][N:61]([CH3:64])[C:62]=5[CH3:63])[CH:52]=[CH:53][CH:54]=4)[O:49][C:48]=3[C:65]3[CH:66]=[CH:67][CH:68]=[CH:69][CH:70]=3)=[CH:45][CH:46]=2)[CH2:38][CH2:39][CH2:40]1. The yield is 0.650. (2) The reactants are [CH2:1]([N:8]1[CH2:18][CH2:17][C:11]2[N:12]=[CH:13][N:14]=[C:15](Cl)[C:10]=2[CH2:9]1)[C:2]1[CH:7]=[CH:6][CH:5]=[CH:4][CH:3]=1.ClC1N=CC=CN=1.[CH3:26][O-:27].[Na+]. The catalyst is CO. The product is [CH2:1]([N:8]1[CH2:18][CH2:17][C:11]2[N:12]=[CH:13][N:14]=[C:15]([O:27][CH3:26])[C:10]=2[CH2:9]1)[C:2]1[CH:7]=[CH:6][CH:5]=[CH:4][CH:3]=1. The yield is 1.00. (3) The reactants are [Cl:1][C:2]1[CH:25]=[N:24][C:5]2=[N:6][C:7]([N:12]3[CH2:15][CH:14]([NH:16][C:17](=[O:23])[O:18][C:19]([CH3:22])([CH3:21])[CH3:20])[CH2:13]3)=[C:8]([NH:10][NH2:11])[N:9]=[C:4]2[CH:3]=1.[CH:26](OC)(OC)OC. The catalyst is CCOCC. The product is [Cl:1][C:2]1[CH:25]=[N:24][C:5]2[N:6]=[C:7]([N:12]3[CH2:15][CH:14]([NH:16][C:17](=[O:23])[O:18][C:19]([CH3:20])([CH3:21])[CH3:22])[CH2:13]3)[C:8]3[N:9]([CH:26]=[N:11][N:10]=3)[C:4]=2[CH:3]=1. The yield is 0.680. (4) The reactants are C(NC(C)C)(C)C.[Li].[CH3:9][C:10]1[CH:11]=[C:12]([NH:21][C:22]2[N:27]=[C:26]([C:28]([F:31])([F:30])[F:29])[CH:25]=[CH:24][N:23]=2)[CH:13]=[C:14]([C:16]2[S:20][CH:19]=[N:18][CH:17]=2)[CH:15]=1.[Li+].CC([N-]C(C)C)C.[CH3:40][C:41]([S:44]([N:46]=[C:47]1[CH2:50][O:49][CH2:48]1)=[O:45])([CH3:43])[CH3:42]. The catalyst is C1COCC1. The product is [CH3:43][C:41]([S:44]([NH:46][C:47]1([C:19]2[S:20][C:16]([C:14]3[CH:13]=[C:12]([NH:21][C:22]4[N:27]=[C:26]([C:28]([F:29])([F:31])[F:30])[CH:25]=[CH:24][N:23]=4)[CH:11]=[C:10]([CH3:9])[CH:15]=3)=[CH:17][N:18]=2)[CH2:50][O:49][CH2:48]1)=[O:45])([CH3:40])[CH3:42]. The yield is 0.600. (5) The reactants are [Si:1]([O:8][C@H:9]1[CH2:13][C@H:12]([N:14]2[C:18]3[N:19]=[CH:20][N:21]=[C:22](Cl)[C:17]=3[CH:16]=[CH:15]2)[CH2:11][C@H:10]1[CH2:24][OH:25])([C:4]([CH3:7])([CH3:6])[CH3:5])([CH3:3])[CH3:2].CC1(C)C(C)(C)OB([C:34]2[NH:35][C:36]3[C:41]([CH:42]=2)=[CH:40][CH:39]=[C:38]([C:43]([F:46])([F:45])[F:44])[CH:37]=3)O1.C(=O)([O-])[O-].[Cs+].[Cs+].O1CCOCC1. The catalyst is CCOC(C)=O.O.C1C=CC([P]([Pd]([P](C2C=CC=CC=2)(C2C=CC=CC=2)C2C=CC=CC=2)([P](C2C=CC=CC=2)(C2C=CC=CC=2)C2C=CC=CC=2)[P](C2C=CC=CC=2)(C2C=CC=CC=2)C2C=CC=CC=2)(C2C=CC=CC=2)C2C=CC=CC=2)=CC=1. The product is [Si:1]([O:8][C@H:9]1[CH2:13][C@H:12]([N:14]2[C:18]3[N:19]=[CH:20][N:21]=[C:22]([C:34]4[NH:35][C:36]5[C:41]([CH:42]=4)=[CH:40][CH:39]=[C:38]([C:43]([F:44])([F:46])[F:45])[CH:37]=5)[C:17]=3[CH:16]=[CH:15]2)[CH2:11][C@H:10]1[CH2:24][OH:25])([C:4]([CH3:7])([CH3:6])[CH3:5])([CH3:3])[CH3:2]. The yield is 0.950. (6) The reactants are [Cl:1][C:2]1[C:3]([CH:17]2[CH2:19][CH2:18]2)=[N:4][CH:5]=[C:6](B2OC(C)(C)C(C)(C)O2)[CH:7]=1.S([O-])(O[O-])(=O)=[O:21].[K+].[K+]. The catalyst is CC(C)=O.O.CC(OC)(C)C. The product is [Cl:1][C:2]1[CH:7]=[C:6]([OH:21])[CH:5]=[N:4][C:3]=1[CH:17]1[CH2:19][CH2:18]1. The yield is 0.420.